Task: Regression/Classification. Given a drug SMILES string, predict its absorption, distribution, metabolism, or excretion properties. Task type varies by dataset: regression for continuous measurements (e.g., permeability, clearance, half-life) or binary classification for categorical outcomes (e.g., BBB penetration, CYP inhibition). Dataset: cyp2d6_veith.. Dataset: CYP2D6 inhibition data for predicting drug metabolism from PubChem BioAssay (1) The compound is Fc1ccc2nc3[nH]c4ccccc4c3nc2c1. The result is 0 (non-inhibitor). (2) The result is 0 (non-inhibitor). The drug is O=C(COc1ccc2ccccc2c1)N1CCN(C(=O)c2cccnc2)CC1. (3) The drug is CC(C)Nc1nc(Oc2ccc(Cl)cc2)cc(C(F)(F)F)n1. The result is 0 (non-inhibitor). (4) The compound is CS(=O)(=O)Nc1cccc(-c2nc(NCc3ccccc3)c3ccccc3n2)c1. The result is 1 (inhibitor). (5) The molecule is CN(CCC#N)C(=O)c1ccc(CNS(=O)(=O)c2ccc(F)cc2)cc1. The result is 1 (inhibitor). (6) The compound is Nc1ccc(N=Nc2ccccc2)c(N)n1. The result is 0 (non-inhibitor). (7) The compound is COc1ccc(CC(=O)N2CCN(c3ccc(C4=NNC(=O)CC4C)cc3)CC2)cc1. The result is 0 (non-inhibitor). (8) The molecule is N[C@@H](C(=O)O)c1cc(O)ccc1Cl. The result is 0 (non-inhibitor).